This data is from TCR-epitope binding with 47,182 pairs between 192 epitopes and 23,139 TCRs. The task is: Binary Classification. Given a T-cell receptor sequence (or CDR3 region) and an epitope sequence, predict whether binding occurs between them. The epitope is LLWNGPMAV. The TCR CDR3 sequence is CASSQGTSGNEQFF. Result: 1 (the TCR binds to the epitope).